This data is from Full USPTO retrosynthesis dataset with 1.9M reactions from patents (1976-2016). The task is: Predict the reactants needed to synthesize the given product. Given the product [F:17][C:12]1[CH:13]=[CH:14][CH:15]=[CH:16][C:11]=1[N:6]1[C:7]2[C:3](=[C:2]([N:19]3[CH2:23][CH2:22][NH:21][C:20]3=[O:24])[CH:10]=[CH:9][CH:8]=2)[CH:4]=[N:5]1, predict the reactants needed to synthesize it. The reactants are: Br[C:2]1[CH:10]=[CH:9][CH:8]=[C:7]2[C:3]=1[CH:4]=[N:5][N:6]2[C:11]1[CH:16]=[CH:15][CH:14]=[CH:13][C:12]=1[F:17].O.[NH:19]1[CH2:23][CH2:22][NH:21][C:20]1=[O:24].C(=O)([O-])[O-].[Cs+].[Cs+].CC1(C)C2C=CC=C(P(C3C=CC=CC=3)C3C=CC=CC=3)C=2OC2C1=CC=CC=2P(C1C=CC=CC=1)C1C=CC=CC=1.